This data is from Catalyst prediction with 721,799 reactions and 888 catalyst types from USPTO. The task is: Predict which catalyst facilitates the given reaction. (1) Product: [OH:16][C:11]1[CH:12]=[CH:13][CH:14]=[CH:15][C:10]=1[C:9]([NH:8][CH2:7][C:6]([OH:18])=[O:5])=[O:17]. The catalyst class is: 776. Reactant: [Li+].[OH-].C([O:5][C:6](=[O:18])[CH2:7][NH:8][C:9](=[O:17])[C:10]1[CH:15]=[CH:14][CH:13]=[CH:12][C:11]=1[OH:16])C. (2) Reactant: [Cl:1][C:2]1[CH:7]=[CH:6][C:5]([O:8][C:9]2[CH:14]=[CH:13][C:12]([CH2:15]O)=[CH:11][CH:10]=2)=[CH:4][C:3]=1[C:17]([F:20])([F:19])[F:18].S(Cl)([Cl:23])=O. Product: [Cl:1][C:2]1[CH:7]=[CH:6][C:5]([O:8][C:9]2[CH:14]=[CH:13][C:12]([CH2:15][Cl:23])=[CH:11][CH:10]=2)=[CH:4][C:3]=1[C:17]([F:20])([F:19])[F:18]. The catalyst class is: 2. (3) Reactant: [Cl:1][C:2]1[CH:3]=[C:4]([C@H:8]([O:22][CH2:23][CH2:24]OS(C)(=O)=O)[C@@H:9]2[CH2:14][CH2:13][CH2:12][N:11]([C:15]([O:17][C:18]([CH3:21])([CH3:20])[CH3:19])=[O:16])[CH2:10]2)[CH:5]=[CH:6][CH:7]=1.CN(C=O)C.[N-:35]=[N+:36]=[N-:37].[Na+]. Product: [N:35]([CH2:24][CH2:23][O:22][C@@H:8]([C:4]1[CH:5]=[CH:6][CH:7]=[C:2]([Cl:1])[CH:3]=1)[C@@H:9]1[CH2:14][CH2:13][CH2:12][N:11]([C:15]([O:17][C:18]([CH3:21])([CH3:20])[CH3:19])=[O:16])[CH2:10]1)=[N+:36]=[N-:37]. The catalyst class is: 25. (4) Reactant: [C@@H:1]1([N:9]2[CH:13]=[C:12]([C:14]#[C:15][CH3:16])[CH:11]=[C:10]2[CH:17]=[O:18])[O:6][C@H:5]([CH2:7][OH:8])[C@@H:3]([OH:4])[CH2:2]1.[C:19](Cl)([C:32]1[CH:37]=[CH:36][CH:35]=[CH:34][CH:33]=1)([C:26]1[CH:31]=[CH:30][CH:29]=[CH:28][CH:27]=1)[C:20]1[CH:25]=[CH:24][CH:23]=[CH:22][CH:21]=1.C(NC(C)C)(C)C. Product: [C:19]([O:8][CH2:7][C@H:5]1[O:6][C@@H:1]([N:9]2[CH:13]=[C:12]([C:14]#[C:15][CH3:16])[CH:11]=[C:10]2[CH:17]=[O:18])[CH2:2][C@@H:3]1[OH:4])([C:20]1[CH:25]=[CH:24][CH:23]=[CH:22][CH:21]=1)([C:32]1[CH:33]=[CH:34][CH:35]=[CH:36][CH:37]=1)[C:26]1[CH:27]=[CH:28][CH:29]=[CH:30][CH:31]=1. The catalyst class is: 17. (5) Reactant: Br[C:2]1[CH:3]=[CH:4][C:5]2[N:9]=[C:8]([CH3:10])[NH:7][C:6]=2[CH:11]=1.C([Li])(C)(C)C.[Cl:17][C:18]1[CH:29]=[CH:28][C:21]([C:22](N(OC)C)=[O:23])=[CH:20][C:19]=1[S:30](=[O:33])(=[O:32])[NH2:31]. Product: [Cl:17][C:18]1[CH:29]=[CH:28][C:21]([C:22]([C:2]2[CH:3]=[CH:4][C:5]3[N:9]=[C:8]([CH3:10])[NH:7][C:6]=3[CH:11]=2)=[O:23])=[CH:20][C:19]=1[S:30]([NH2:31])(=[O:33])=[O:32]. The catalyst class is: 7. (6) Reactant: [C:1]([C:5]1[CH:10]=[CH:9][CH:8]=[CH:7][C:6]=1[N:11]1[CH2:16][CH2:15][N:14]([C:17]([C:19]2[CH:24]=[CH:23][C:22]([OH:25])=[CH:21][CH:20]=2)=[O:18])[CH2:13][CH2:12]1)([CH3:4])([CH3:3])[CH3:2].Br[CH2:27][C:28]([O:30][CH3:31])=[O:29].C(=O)([O-])[O-].[K+].[K+].CN(C)C=O. Product: [C:1]([C:5]1[CH:10]=[CH:9][CH:8]=[CH:7][C:6]=1[N:11]1[CH2:12][CH2:13][N:14]([C:17]([C:19]2[CH:20]=[CH:21][C:22]([O:25][CH2:27][C:28]([O:30][CH3:31])=[O:29])=[CH:23][CH:24]=2)=[O:18])[CH2:15][CH2:16]1)([CH3:4])([CH3:2])[CH3:3]. The catalyst class is: 6.